This data is from Forward reaction prediction with 1.9M reactions from USPTO patents (1976-2016). The task is: Predict the product of the given reaction. (1) The product is: [CH3:1][O:2][C:3]([C:5]1[CH:10]=[CH:9][N:8]=[C:7]([NH:25][CH:22]2[CH2:21][CH2:20][N:19]([C:17]([O:16][C:12]([CH3:15])([CH3:14])[CH3:13])=[O:18])[CH2:24][CH2:23]2)[N:6]=1)=[O:4]. Given the reactants [CH3:1][O:2][C:3]([C:5]1[CH:10]=[CH:9][N:8]=[C:7](Cl)[N:6]=1)=[O:4].[C:12]([O:16][C:17]([N:19]1[CH2:24][CH2:23][CH:22]([NH2:25])[CH2:21][CH2:20]1)=[O:18])([CH3:15])([CH3:14])[CH3:13].C(N(C(C)C)C(C)C)C, predict the reaction product. (2) Given the reactants [Br:1][C:2]1[N:3]=[C:4]([O:9][CH3:10])[C:5]([NH2:8])=[N:6][CH:7]=1.[F:11][C:12]([F:25])([F:24])[O:13][C:14]1[CH:19]=[CH:18][CH:17]=[CH:16][C:15]=1[S:20](Cl)(=[O:22])=[O:21], predict the reaction product. The product is: [Br:1][C:2]1[N:3]=[C:4]([O:9][CH3:10])[C:5]([NH:8][S:20]([C:15]2[CH:16]=[CH:17][CH:18]=[CH:19][C:14]=2[O:13][C:12]([F:11])([F:24])[F:25])(=[O:22])=[O:21])=[N:6][CH:7]=1. (3) Given the reactants [CH2:1]([O:8][C:9](=[O:18])[NH:10][C@H:11]1[CH2:16][CH2:15][C@H:14]([OH:17])[CH2:13][CH2:12]1)[C:2]1[CH:7]=[CH:6][CH:5]=[CH:4][CH:3]=1.N1C=CN=C1.[CH3:24][C:25]([Si:28](Cl)([CH3:30])[CH3:29])([CH3:27])[CH3:26].C([O-])(O)=O.[Na+], predict the reaction product. The product is: [CH2:1]([O:8][C:9](=[O:18])[NH:10][C@H:11]1[CH2:16][CH2:15][C@H:14]([O:17][Si:28]([C:25]([CH3:27])([CH3:26])[CH3:24])([CH3:30])[CH3:29])[CH2:13][CH2:12]1)[C:2]1[CH:3]=[CH:4][CH:5]=[CH:6][CH:7]=1. (4) The product is: [Br:27][C:25]1[CH:26]=[C:21]([CH:20]=[CH:19][C:18]2[C:9]([NH2:8])=[N:10][C:11]3[C:16]([CH:17]=2)=[CH:15][C:14]([C:28]2[CH:33]=[CH:32][CH:31]=[CH:30][C:29]=2[CH3:34])=[CH:13][CH:12]=3)[CH:22]=[N:23][CH:24]=1. Given the reactants COC1C=CC(C[NH:8][C:9]2[C:18]([CH:19]=[CH:20][C:21]3[CH:22]=[N:23][CH:24]=[C:25]([Br:27])[CH:26]=3)=[CH:17][C:16]3[C:11](=[CH:12][CH:13]=[C:14]([C:28]4[CH:33]=[CH:32][CH:31]=[CH:30][C:29]=4[CH3:34])[CH:15]=3)[N:10]=2)=CC=1.C(O)(C(F)(F)F)=O, predict the reaction product. (5) Given the reactants [CH:1]#[C:2][CH2:3][CH2:4][CH2:5][CH2:6][CH2:7]C.C1(C#C)C=CC=CC=1.[O:17]1[CH:21]=[CH:20][CH:19]=[C:18]1[C:22]#N, predict the reaction product. The product is: [C:22]([C:18]1[O:17][CH:21]=[CH:20][CH:19]=1)#[C:1][CH2:2][CH2:3][CH2:4][CH2:5][CH2:6][CH3:7].